Dataset: Merck oncology drug combination screen with 23,052 pairs across 39 cell lines. Task: Regression. Given two drug SMILES strings and cell line genomic features, predict the synergy score measuring deviation from expected non-interaction effect. (1) Drug 1: CN(Cc1cnc2nc(N)nc(N)c2n1)c1ccc(C(=O)NC(CCC(=O)O)C(=O)O)cc1. Drug 2: N#Cc1ccc(Cn2cncc2CN2CCN(c3cccc(Cl)c3)C(=O)C2)cc1. Cell line: RPMI7951. Synergy scores: synergy=-10.6. (2) Drug 2: O=C(NOCC(O)CO)c1ccc(F)c(F)c1Nc1ccc(I)cc1F. Cell line: SKMES1. Synergy scores: synergy=-13.1. Drug 1: CCC1(O)CC2CN(CCc3c([nH]c4ccccc34)C(C(=O)OC)(c3cc4c(cc3OC)N(C)C3C(O)(C(=O)OC)C(OC(C)=O)C5(CC)C=CCN6CCC43C65)C2)C1. (3) Drug 1: CCC1=CC2CN(C1)Cc1c([nH]c3ccccc13)C(C(=O)OC)(c1cc3c(cc1OC)N(C)C1C(O)(C(=O)OC)C(OC(C)=O)C4(CC)C=CCN5CCC31C54)C2. Drug 2: O=C(NOCC(O)CO)c1ccc(F)c(F)c1Nc1ccc(I)cc1F. Cell line: SKMEL30. Synergy scores: synergy=9.13.